Dataset: Catalyst prediction with 721,799 reactions and 888 catalyst types from USPTO. Task: Predict which catalyst facilitates the given reaction. (1) Reactant: [C:1]([O:5][C:6](=[O:11])[NH:7][CH2:8][CH2:9][OH:10])([CH3:4])([CH3:3])[CH3:2].[OH-].[Na+].[CH2:14](Br)[C:15]#[CH:16]. Product: [C:1]([O:5][C:6](=[O:11])[NH:7][CH2:8][CH2:9][O:10][CH2:16][C:15]#[CH:14])([CH3:4])([CH3:2])[CH3:3]. The catalyst class is: 4. (2) Reactant: C(=O)([O-])[O-].[K+].[K+].[CH2:7]([N:9]=[C:10]=[O:11])[CH3:8].[Cl:12][C:13]1[C:14]([O:23][C:24]2[CH:28]=[C:27]([C:29]([F:32])([F:31])[F:30])[NH:26][N:25]=2)=[N:15][CH:16]=[C:17]([C:19]([F:22])([F:21])[F:20])[CH:18]=1.Cl. The catalyst class is: 13. Product: [CH2:7]([NH:9][C:10]([N:26]1[C:27]([C:29]([F:32])([F:31])[F:30])=[CH:28][C:24]([O:23][C:14]2[C:13]([Cl:12])=[CH:18][C:17]([C:19]([F:22])([F:21])[F:20])=[CH:16][N:15]=2)=[N:25]1)=[O:11])[CH3:8]. (3) Reactant: [CH3:1][Si:2]([CH3:9])([CH3:8])[C:3]1[S:4][CH:5]=[CH:6][N:7]=1.C([Li])CCC.[F:15][C:16]1[CH:21]=[CH:20][C:19]([N:22]2[C:26]3[CH:27]=[C:28]4[C@:33]([C:35](OC)=[O:36])([CH2:34][C:25]=3[CH:24]=[N:23]2)[CH2:32][N:31]([C:39]([O:41][C:42]([CH3:45])([CH3:44])[CH3:43])=[O:40])[CH2:30][CH2:29]4)=[CH:18][CH:17]=1.O. Product: [F:15][C:16]1[CH:21]=[CH:20][C:19]([N:22]2[C:26]3[CH:27]=[C:28]4[C@:33]([C:35]([C:5]5[S:4][C:3]([Si:2]([CH3:9])([CH3:8])[CH3:1])=[N:7][CH:6]=5)=[O:36])([CH2:34][C:25]=3[CH:24]=[N:23]2)[CH2:32][N:31]([C:39]([O:41][C:42]([CH3:45])([CH3:44])[CH3:43])=[O:40])[CH2:30][CH2:29]4)=[CH:18][CH:17]=1. The catalyst class is: 28. (4) Reactant: [Cl:1][C:2]1[N:3]=[CH:4][NH:5][C:6]=1[Cl:7].[OH-].[K+].[Br:10][CH2:11][C:12]1[CH:22]=[CH:21][C:15]([O:16][CH2:17][C:18]([OH:20])=[O:19])=[CH:14][CH:13]=1.Br[CH2:24][C:25]1[CH:34]=[CH:33][C:32]2[C:27](=[CH:28][CH:29]=[CH:30][CH:31]=2)[CH:26]=1.Br. Product: [Br-:10].[C:18]([CH2:17][O:16][C:15]1[CH:21]=[CH:22][C:12]([CH2:11][N:3]2[C:2]([Cl:1])=[C:6]([Cl:7])[N+:5]([CH2:24][C:25]3[CH:34]=[CH:33][C:32]4[C:27](=[CH:28][CH:29]=[CH:30][CH:31]=4)[CH:26]=3)=[CH:4]2)=[CH:13][CH:14]=1)([OH:20])=[O:19]. The catalyst class is: 10.